This data is from Reaction yield outcomes from USPTO patents with 853,638 reactions. The task is: Predict the reaction yield, written as a fraction of the theoretical maximum amount of product (1.0 means a 100% yield; for example, 0.34 means a 34% yield). (1) The reactants are [OH:1][NH:2][C:3]([C:5]1[C:10]([N+:11]([O-:13])=[O:12])=[CH:9][CH:8]=[CH:7][N:6]=1)=[NH:4].[C:14]1([C:24](O)=O)[C:23]2[C:18](=[CH:19][CH:20]=[CH:21][CH:22]=2)[CH:17]=[CH:16][CH:15]=1. No catalyst specified. The product is [C:14]1([C:24]2[O:1][N:2]=[C:3]([C:5]3[C:10]([N+:11]([O-:13])=[O:12])=[CH:9][CH:8]=[CH:7][N:6]=3)[N:4]=2)[C:23]2[C:18](=[CH:19][CH:20]=[CH:21][CH:22]=2)[CH:17]=[CH:16][CH:15]=1. The yield is 0.190. (2) The reactants are [NH2:1][C:2]1[CH:29]=[CH:28][C:5]2[NH:6][C:7]3[N:8]([N:9]=[C:10]([C:15]4[CH:20]=[CH:19][C:18]([O:21][C:22]5[CH:27]=[CH:26][CH:25]=[CH:24][CH:23]=5)=[CH:17][CH:16]=4)[C:11]=3[C:12]([NH2:14])=[O:13])[C:4]=2[CH:3]=1.[C:30](Cl)(=[O:33])[CH:31]=[CH2:32]. The catalyst is C(Cl)Cl. The product is [C:30]([NH:1][C:2]1[CH:29]=[CH:28][C:5]2[NH:6][C:7]3[N:8]([N:9]=[C:10]([C:15]4[CH:16]=[CH:17][C:18]([O:21][C:22]5[CH:27]=[CH:26][CH:25]=[CH:24][CH:23]=5)=[CH:19][CH:20]=4)[C:11]=3[C:12]([NH2:14])=[O:13])[C:4]=2[CH:3]=1)(=[O:33])[CH:31]=[CH2:32]. The yield is 0.0780. (3) The reactants are [C:1]([O:5][C:6]([NH:8][C:9]1([CH2:32][CH3:33])[CH2:14][CH2:13][CH:12]([O:15][C:16]2[C:27]3[C:26]4[C@@H:25]([CH2:28][C:29]([OH:31])=O)[CH2:24][CH2:23][C:22]=4[S:21][C:20]=3[N:19]=[CH:18][N:17]=2)[CH2:11][CH2:10]1)=[O:7])([CH3:4])([CH3:3])[CH3:2].C1C=CC2N(O)N=[N:40]C=2C=1.CCN=C=NCCCN(C)C.[NH4+].[Cl-]. The catalyst is CN(C=O)C.CN(C)C1C=CN=CC=1. The product is [C:29]([CH2:28][C@H:25]1[CH2:24][CH2:23][C:22]2[S:21][C:20]3[N:19]=[CH:18][N:17]=[C:16]([O:15][CH:12]4[CH2:13][CH2:14][C:9]([NH:8][C:6](=[O:7])[O:5][C:1]([CH3:2])([CH3:4])[CH3:3])([CH2:32][CH3:33])[CH2:10][CH2:11]4)[C:27]=3[C:26]1=2)(=[O:31])[NH2:40]. The yield is 0.600. (4) The reactants are [C:1]1([CH:7]([O:14][C:15]([CH:17]2[N:21]3[C:22](=[O:26])[C:23](Br)(Br)[C@H:20]3[S:19](=[O:27])[C:18]2([CH3:29])[CH3:28])=[O:16])[C:8]2[CH:13]=[CH:12][CH:11]=[CH:10][CH:9]=2)[CH:6]=[CH:5][CH:4]=[CH:3][CH:2]=1.S([O-])([O-])(=O)=O.[Bi+3].S([O-])([O-])(=O)=O.S([O-])([O-])(=O)=O.[Bi+3].[Cl-].[Na+].CO. The catalyst is ClCCl.[Fe].O. The product is [C:1]1([CH:7]([O:14][C:15]([CH:17]2[N:21]3[C:22](=[O:26])[CH2:23][C@H:20]3[S:19](=[O:27])[C:18]2([CH3:29])[CH3:28])=[O:16])[C:8]2[CH:9]=[CH:10][CH:11]=[CH:12][CH:13]=2)[CH:2]=[CH:3][CH:4]=[CH:5][CH:6]=1. The yield is 0.899. (5) The reactants are C[O:2][C:3]1[CH:8]=[CH:7][N:6]=[C:5]([C:9]([O:11][CH3:12])=[O:10])[CH:4]=1.Cl[C:14]([O:16][C:17]1[CH:22]=[CH:21][CH:20]=[CH:19][CH:18]=1)=[O:15].[Cl-].[Cl:24][C:25]1[CH:30]=[CH:29][C:28]([Zn+])=[C:27]([F:32])[C:26]=1[O:33][CH3:34]. The catalyst is C1COCC1. The product is [C:17]1([O:16][C:14]([N:6]2[CH:7]([C:28]3[CH:29]=[CH:30][C:25]([Cl:24])=[C:26]([O:33][CH3:34])[C:27]=3[F:32])[CH2:8][C:3](=[O:2])[CH:4]=[C:5]2[C:9]([O:11][CH3:12])=[O:10])=[O:15])[CH:22]=[CH:21][CH:20]=[CH:19][CH:18]=1. The yield is 0.570. (6) The reactants are [NH2:1][C:2]1[N:6]([C:7]2[CH:8]=[C:9]([OH:13])[CH:10]=[CH:11][CH:12]=2)[N:5]=[C:4]([C:14]([CH3:17])([CH3:16])[CH3:15])[CH:3]=1.Cl[CH2:19][CH2:20][CH2:21][OH:22].C(=O)([O-])[O-].[K+].[K+].[I-].[Na+]. The catalyst is C(O)CCC.CCOC(C)=O.O. The product is [NH2:1][C:2]1[N:6]([C:7]2[CH:8]=[C:9]([CH:10]=[CH:11][CH:12]=2)[O:13][CH2:19][CH2:20][CH2:21][OH:22])[N:5]=[C:4]([C:14]([CH3:17])([CH3:16])[CH3:15])[CH:3]=1. The yield is 0.800. (7) The reactants are CON(C)[C:4]([C:6]1[CH:7]=[C:8]([C:12]2[CH:17]=[CH:16][CH:15]=[CH:14][CH:13]=2)[CH:9]=[CH:10][CH:11]=1)=[O:5].[CH3:19][O:20][C:21]1[CH:22]=[C:23]([Mg]Br)[CH:24]=[C:25]([O:29][CH3:30])[C:26]=1[O:27][CH3:28]. The catalyst is C1COCC1. The product is [C:8]1([C:12]2[CH:13]=[CH:14][CH:15]=[CH:16][CH:17]=2)[CH:9]=[CH:10][CH:11]=[C:6]([C:4]([C:23]2[CH:24]=[C:25]([O:29][CH3:30])[C:26]([O:27][CH3:28])=[C:21]([O:20][CH3:19])[CH:22]=2)=[O:5])[CH:7]=1. The yield is 0.438. (8) The reactants are C(O[BH-](OC(=O)C)OC(=O)C)(=O)C.[Na+].[C:15]([O:19][C:20](=[O:27])[NH:21][C:22]([CH3:26])([CH3:25])[CH:23]=O)([CH3:18])([CH3:17])[CH3:16].[F:28][C:29]1[CH:35]=[CH:34][CH:33]=[C:32]([F:36])[C:30]=1[NH2:31].C(O)(=O)C.C(=O)(O)[O-].[Na+]. The catalyst is C(Cl)Cl. The product is [C:15]([O:19][C:20](=[O:27])[NH:21][C:22]([CH3:26])([CH3:25])[CH2:23][NH:31][C:30]1[C:29]([F:28])=[CH:35][CH:34]=[CH:33][C:32]=1[F:36])([CH3:18])([CH3:17])[CH3:16]. The yield is 0.310. (9) The reactants are [Cl:1][C:2]1([C:11]([OH:13])=O)[N:7]=[C:6]([NH:8][CH2:9][CH3:10])[CH:5]=[CH:4][NH:3]1.C(N(CC)CC)C.N1C(F)=NC(F)=NC=1[F:23]. The catalyst is ClCCl. The product is [Cl:1][C:2]1([C:11]([F:23])=[O:13])[N:7]=[C:6]([NH:8][CH2:9][CH3:10])[CH:5]=[CH:4][NH:3]1. The yield is 1.00. (10) The reactants are CC1N=C(C#CC(C2CCNCC2)O)C=CC=1.[NH:18]1[CH2:23][CH2:22][CH:21]([C:24]([OH:28])([C:26]#[CH:27])[CH3:25])[CH2:20][CH2:19]1.Cl[C:30]1[C:35]([N+:36]([O-:38])=[O:37])=[CH:34][CH:33]=[C:32]([CH3:39])[N:31]=1. No catalyst specified. The product is [CH3:39][C:32]1[N:31]=[C:30]([N:18]2[CH2:23][CH2:22][CH:21]([C:24]([OH:28])([C:26]#[CH:27])[CH3:25])[CH2:20][CH2:19]2)[C:35]([N+:36]([O-:38])=[O:37])=[CH:34][CH:33]=1. The yield is 0.930.